This data is from Full USPTO retrosynthesis dataset with 1.9M reactions from patents (1976-2016). The task is: Predict the reactants needed to synthesize the given product. (1) The reactants are: S(Cl)(Cl)=O.[OH:5][C:6]1[CH:11]=[CH:10][C:9]([CH:12](O)[CH3:13])=[CH:8][CH:7]=1.C(N(CC)CC)C.C(=O)(O)[O-].[Na+].[C:27]([OH:35])(=[S:34])[C:28]1[CH:33]=[CH:32][CH:31]=[CH:30][CH:29]=1. Given the product [CH3:6][CH2:7][CH2:8][CH:9]([CH3:12])[CH3:10].[C:27]([O:35][CH2:13][CH2:12][C:9]1[CH:10]=[CH:11][C:6]([OH:5])=[CH:7][CH:8]=1)(=[S:34])[C:28]1[CH:33]=[CH:32][CH:31]=[CH:30][CH:29]=1, predict the reactants needed to synthesize it. (2) Given the product [CH2:1]([C@@:4]1([CH3:32])[CH2:9][C@H:8]([C:10]2[CH:15]=[CH:14][CH:13]=[C:12]([Cl:16])[CH:11]=2)[C@@H:7]([C:17]2[CH:18]=[CH:19][C:20]([Cl:23])=[CH:21][CH:22]=2)[N:6]([C@@H:24]([CH2:29][CH3:30])[CH2:25][CH:26]=[O:27])[C:5]1=[O:31])[CH:2]=[CH2:3], predict the reactants needed to synthesize it. The reactants are: [CH2:1]([C@@:4]1([CH3:32])[CH2:9][C@H:8]([C:10]2[CH:15]=[CH:14][CH:13]=[C:12]([Cl:16])[CH:11]=2)[C@@H:7]([C:17]2[CH:22]=[CH:21][C:20]([Cl:23])=[CH:19][CH:18]=2)[N:6]([C@@H:24]([CH2:29][CH3:30])/[CH:25]=[CH:26]/[O:27]C)[C:5]1=[O:31])[CH:2]=[CH2:3].Cl. (3) Given the product [Cl:6][C:7]1[C:16]2[C:11](=[CH:12][N+:13]([O-:3])=[CH:14][CH:15]=2)[CH:10]=[CH:9][N:8]=1, predict the reactants needed to synthesize it. The reactants are: C(OO)(=[O:3])C.[Cl:6][C:7]1[C:16]2[C:11](=[CH:12][N:13]=[CH:14][CH:15]=2)[CH:10]=[CH:9][N:8]=1.S(OS([O-])=O)([O-])=O.[Na+].[Na+].[OH-].[Na+]. (4) Given the product [NH2:15][C:10]1[O:11][CH2:12][C@H:13]([F:14])[C@:8]([C:6]2[CH:7]=[C:2]([NH:1][C:27]([C:24]3[CH:23]=[CH:22][C:21]([C:19]#[N:20])=[CH:26][N:25]=3)=[O:28])[CH:3]=[CH:4][C:5]=2[F:18])([CH2:16][F:17])[N:9]=1, predict the reactants needed to synthesize it. The reactants are: [NH2:1][C:2]1[CH:3]=[CH:4][C:5]([F:18])=[C:6]([C@:8]2([CH2:16][F:17])[C@@H:13]([F:14])[CH2:12][O:11][C:10]([NH2:15])=[N:9]2)[CH:7]=1.[C:19]([C:21]1[CH:22]=[CH:23][C:24]([C:27](O)=[O:28])=[N:25][CH:26]=1)#[N:20].